From a dataset of Full USPTO retrosynthesis dataset with 1.9M reactions from patents (1976-2016). Predict the reactants needed to synthesize the given product. (1) Given the product [OH:41][CH2:40][CH2:39][CH2:38][NH:37][C:33]1[N:32]=[C:31]([O:30][C:29]2[CH:42]=[CH:11][C:12]([NH:8][C:1]([NH:3][C:7]3[CH:6]=[CH:21][CH:22]=[C:16]([O:15][C:14]([F:13])([F:23])[F:24])[CH:17]=3)=[O:2])=[CH:27][CH:28]=2)[CH:36]=[CH:35][N:34]=1, predict the reactants needed to synthesize it. The reactants are: [C:1]([N:8]1[CH:12]=[CH:11]N=C1)([N:3]1[CH:7]=[CH:6]N=C1)=[O:2].[F:13][C:14]([F:24])([F:23])[O:15][C:16]1[CH:17]=C(C=[CH:21][CH:22]=1)N.NC1C=[CH:42][C:29]([O:30][C:31]2[CH:36]=[CH:35][N:34]=[C:33]([NH:37][CH2:38][CH2:39][CH2:40][OH:41])[N:32]=2)=[CH:28][CH:27]=1. (2) Given the product [C:16]([O:19][C:20]([N:1]1[CH2:2][CH2:3][CH:4]2[O:7][CH:5]2[CH2:6]1)=[O:21])([CH3:18])([CH3:17])[CH3:15], predict the reactants needed to synthesize it. The reactants are: [NH:1]1[CH2:6][CH:5]=[CH:4][CH2:3][CH2:2]1.[OH2:7].CCN(CC)CC.[CH3:15][C:16]([O:19][C:20](O[C:20]([O:19][C:16]([CH3:18])([CH3:17])[CH3:15])=[O:21])=[O:21])([CH3:18])[CH3:17]. (3) Given the product [F:41][C:42]([F:47])([F:46])[C:43]([OH:45])=[O:44].[C:32]([NH:1][CH2:2][CH2:3][CH2:4][S:5][C:6]1[C:16]2[CH2:15][CH2:14][NH:13][CH2:12][CH2:11][C:10]=2[CH:9]=[CH:8][C:7]=1[Cl:24])(=[O:39])[C:33]1[CH:38]=[CH:37][CH:36]=[CH:35][CH:34]=1, predict the reactants needed to synthesize it. The reactants are: [NH2:1][CH2:2][CH2:3][CH2:4][S:5][C:6]1[C:16]2[CH2:15][CH2:14][N:13](C(OC(C)(C)C)=O)[CH2:12][CH2:11][C:10]=2[CH:9]=[CH:8][C:7]=1[Cl:24].C(N(CC)CC)C.[C:32](Cl)(=[O:39])[C:33]1[CH:38]=[CH:37][CH:36]=[CH:35][CH:34]=1.[F:41][C:42]([F:47])([F:46])[C:43]([OH:45])=[O:44]. (4) Given the product [C:1]([C:3](=[CH:34][C:35]([CH3:38])([N:39]1[CH2:44][CH2:43][O:42][CH2:41][CH2:40]1)[CH3:36])[C:4]([N:6]1[CH2:10][CH2:9][CH2:8][C@H:7]1[CH2:11][N:12]1[C:16]2[CH:17]=[CH:18][CH:19]=[CH:20][C:15]=2[N:14]=[C:13]1[NH:21][C:22]([C:24]1[S:25][C:26]([C:29]2[CH:30]=[N:31][NH:32][CH:33]=2)=[CH:27][CH:28]=1)=[O:23])=[O:5])#[N:2], predict the reactants needed to synthesize it. The reactants are: [C:1]([CH2:3][C:4]([N:6]1[CH2:10][CH2:9][CH2:8][C@H:7]1[CH2:11][N:12]1[C:16]2[CH:17]=[CH:18][CH:19]=[CH:20][C:15]=2[N:14]=[C:13]1[NH:21][C:22]([C:24]1[S:25][C:26]([C:29]2[CH:30]=[N:31][NH:32][CH:33]=2)=[CH:27][CH:28]=1)=[O:23])=[O:5])#[N:2].[CH3:34][C:35]([N:39]1[CH2:44][CH2:43][O:42][CH2:41][CH2:40]1)([CH3:38])[CH:36]=O.N1CCCCC1.CC(O)=O. (5) Given the product [NH:18]1[C:19]2[C:24](=[CH:23][CH:22]=[CH:21][CH:20]=2)[C:16]([C:14]2[NH:13][C:10]3[C:9]([N:15]=2)=[CH:8][C:7]2[C:6]([CH3:25])([CH3:26])[C:5](=[O:27])[N:4]([CH2:3][CH2:2][NH:1][C:29](=[O:49])[C:30]4[CH:35]=[CH:34][CH:33]=[N:32][CH:31]=4)[C:12]=2[CH:11]=3)=[N:17]1, predict the reactants needed to synthesize it. The reactants are: [NH2:1][CH2:2][CH2:3][N:4]1[C:12]2[CH:11]=[C:10]3[NH:13][C:14]([C:16]4[C:24]5[C:19](=[CH:20][CH:21]=[CH:22][CH:23]=5)[NH:18][N:17]=4)=[N:15][C:9]3=[CH:8][C:7]=2[C:6]([CH3:26])([CH3:25])[C:5]1=[O:27].Cl.[CH2:29](Cl)[C:30]1[CH:35]=[CH:34][CH:33]=[N:32][CH:31]=1.C(N(C(C)C)CC)(C)C.C1C[O:49]CC1. (6) Given the product [IH:14].[C:1]([NH:9][C:10](=[NH:12])[S:11][CH3:13])(=[O:8])[C:2]1[CH:7]=[CH:6][CH:5]=[CH:4][CH:3]=1, predict the reactants needed to synthesize it. The reactants are: [C:1]([NH:9][C:10]([NH2:12])=[S:11])(=[O:8])[C:2]1[CH:7]=[CH:6][CH:5]=[CH:4][CH:3]=1.[CH3:13][I:14].